This data is from Full USPTO retrosynthesis dataset with 1.9M reactions from patents (1976-2016). The task is: Predict the reactants needed to synthesize the given product. Given the product [CH2:13]([N:20]([CH2:2][CH2:3][C:4]1[CH:9]=[CH:8][C:7]([N+:10]([O-:12])=[O:11])=[CH:6][CH:5]=1)[CH2:21][CH2:22][CH2:23][N:24]1[CH2:29][CH2:28][O:27][CH2:26][CH2:25]1)[C:14]1[CH:19]=[CH:18][CH:17]=[CH:16][CH:15]=1, predict the reactants needed to synthesize it. The reactants are: Br[CH2:2][CH2:3][C:4]1[CH:9]=[CH:8][C:7]([N+:10]([O-:12])=[O:11])=[CH:6][CH:5]=1.[CH2:13]([NH:20][CH2:21][CH2:22][CH2:23][N:24]1[CH2:29][CH2:28][O:27][CH2:26][CH2:25]1)[C:14]1[CH:19]=[CH:18][CH:17]=[CH:16][CH:15]=1.C(=O)([O-])[O-].[K+].[K+].